This data is from Forward reaction prediction with 1.9M reactions from USPTO patents (1976-2016). The task is: Predict the product of the given reaction. (1) Given the reactants [Br:1][C:2]1[C:10]2[C:5](=[CH:6][C:7]([N+:12]([O-:14])=[O:13])=[C:8]([CH3:11])[CH:9]=2)[NH:4][N:3]=1.[H-].[Na+].[C:17](Cl)([C:30]1[CH:35]=[CH:34][CH:33]=[CH:32][CH:31]=1)([C:24]1[CH:29]=[CH:28][CH:27]=[CH:26][CH:25]=1)[C:18]1[CH:23]=[CH:22][CH:21]=[CH:20][CH:19]=1, predict the reaction product. The product is: [Br:1][C:2]1[C:10]2[C:5](=[CH:6][C:7]([N+:12]([O-:14])=[O:13])=[C:8]([CH3:11])[CH:9]=2)[N:4]([C:17]([C:18]2[CH:23]=[CH:22][CH:21]=[CH:20][CH:19]=2)([C:30]2[CH:31]=[CH:32][CH:33]=[CH:34][CH:35]=2)[C:24]2[CH:25]=[CH:26][CH:27]=[CH:28][CH:29]=2)[N:3]=1. (2) Given the reactants C(OC([N:8]1[C:12]2[CH:13]=[CH:14][C:15]([F:17])=[CH:16][C:11]=2[N:10]=[C:9]1[C:18]1[CH:23]=[C:22]([N:24]2[CH2:29][CH2:28][CH:27]([C:30]([O:32]CC)=[O:31])[CH2:26][CH2:25]2)[CH:21]=[CH:20][C:19]=1[Cl:35])=O)(C)(C)C, predict the reaction product. The product is: [ClH:35].[Cl:35][C:19]1[CH:20]=[CH:21][C:22]([N:24]2[CH2:29][CH2:28][CH:27]([C:30]([OH:32])=[O:31])[CH2:26][CH2:25]2)=[CH:23][C:18]=1[C:9]1[NH:8][C:12]2[CH:13]=[CH:14][C:15]([F:17])=[CH:16][C:11]=2[N:10]=1. (3) The product is: [O:14]1[C:13]2([CH2:18][CH2:19][NH:11][CH2:12]2)[O:17][CH2:16][CH2:15]1. Given the reactants C(OC([N:11]1[CH2:19][CH2:18][C:13]2([O:17][CH2:16][CH2:15][O:14]2)[CH2:12]1)=O)C1C=CC=CC=1, predict the reaction product. (4) Given the reactants [Cl:1][C:2]1[CH:7]=[CH:6][CH:5]=[CH:4][C:3]=1[S:8]([CH:11]1[CH2:15][C@@H:14]([C:16]([OH:18])=O)[C@H:13]([CH2:19][O:20][C:21]2[CH:26]=[CH:25][C:24]([Cl:27])=[CH:23][CH:22]=2)[CH2:12]1)(=[O:10])=[O:9].Cl.CN(C)CCCN=C=NCC.OC1[C:49]2[N:48]=N[NH:46][C:45]=2C=CC=1.C(N(C(C)C)C(C)C)C.NCC#N, predict the reaction product. The product is: [C:45]([CH2:49][NH:48][C:16]([C@@H:14]1[CH2:15][CH:11]([S:8]([C:3]2[CH:4]=[CH:5][CH:6]=[CH:7][C:2]=2[Cl:1])(=[O:10])=[O:9])[CH2:12][C@H:13]1[CH2:19][O:20][C:21]1[CH:26]=[CH:25][C:24]([Cl:27])=[CH:23][CH:22]=1)=[O:18])#[N:46]. (5) Given the reactants [C:1](Cl)(=[O:11])[CH2:2][CH2:3][CH2:4][CH2:5][CH2:6][CH2:7][CH2:8][CH2:9][CH3:10].C([OH:15])C.C(N([CH2:21][CH3:22])CC)C, predict the reaction product. The product is: [C:1]([O:11][CH2:21][CH3:22])(=[O:15])[CH2:2][CH2:3][CH2:4][CH2:5][CH2:6][CH2:7][CH2:8][CH2:9][CH3:10].